From a dataset of Catalyst prediction with 721,799 reactions and 888 catalyst types from USPTO. Predict which catalyst facilitates the given reaction. (1) Reactant: [F:1][C:2]1[C:3]([CH3:18])=[C:4]([C@:8]2([C:14]([O:16]C)=[O:15])[CH2:12][CH2:11][C@H:10](O)[CH2:9]2)[CH:5]=[CH:6][CH:7]=1.C1CCN2C(=NCCC2)CC1. Product: [F:1][C:2]1[C:3]([CH3:18])=[C:4]([C@:8]23[CH2:9][C@H:10]([CH2:11][CH2:12]2)[O:16][C:14]3=[O:15])[CH:5]=[CH:6][CH:7]=1. The catalyst class is: 10. (2) Reactant: [CH3:1][C:2]1[CH:3]=[C:4]([C:9]2[N:10]=[CH:11][C:12]([NH2:15])=[N:13][CH:14]=2)[CH:5]=[CH:6][C:7]=1[CH3:8].N1C=CC=CC=1.[Cl:22][C:23]1[CH:24]=[CH:25][C:26]([N+:32]([O-:34])=[O:33])=[C:27]([CH:31]=1)[C:28](Cl)=[O:29]. The catalyst class is: 4. Product: [Cl:22][C:23]1[CH:24]=[CH:25][C:26]([N+:32]([O-:34])=[O:33])=[C:27]([CH:31]=1)[C:28]([NH:15][C:12]1[CH:11]=[N:10][C:9]([C:4]2[CH:5]=[CH:6][C:7]([CH3:8])=[C:2]([CH3:1])[CH:3]=2)=[CH:14][N:13]=1)=[O:29]. (3) Reactant: [NH:1]1[C:5]2[CH:6]=[CH:7][CH:8]=[CH:9][C:4]=2[N:3]=[C:2]1[CH2:10][N:11]([CH3:22])[CH:12]1[C:21]2[N:20]=[CH:19][CH:18]=[CH:17][C:16]=2[CH2:15][CH2:14][CH2:13]1.Br[CH2:24][C:25]([O:27][CH3:28])=[O:26].C([O-])([O-])=O.[K+].[K+]. Product: [CH3:22][N:11]([CH2:10][C:2]1[N:3]([CH2:24][C:25]([O:27][CH3:28])=[O:26])[C:4]2[CH:9]=[CH:8][CH:7]=[CH:6][C:5]=2[N:1]=1)[CH:12]1[C:21]2[N:20]=[CH:19][CH:18]=[CH:17][C:16]=2[CH2:15][CH2:14][CH2:13]1. The catalyst class is: 31. (4) Reactant: Br[C:2]1[CH:3]=[C:4]([CH2:7][O:8][C:9]2[CH:14]=[CH:13][C:12]3[C:15]4([CH2:30][O:31][C:11]=3[CH:10]=2)[CH2:20][CH2:19][N:18]([CH2:21][CH2:22][C:23]([O:25][C:26]([CH3:29])([CH3:28])[CH3:27])=[O:24])[CH2:17][CH2:16]4)[S:5][CH:6]=1.[F:32][C:33]1[CH:38]=[CH:37][CH:36]=[CH:35][C:34]=1B(O)O.O.[O-]P([O-])([O-])=O.[K+].[K+].[K+]. Product: [F:32][C:33]1[CH:38]=[CH:37][CH:36]=[CH:35][C:34]=1[C:2]1[CH:3]=[C:4]([CH2:7][O:8][C:9]2[CH:14]=[CH:13][C:12]3[C:15]4([CH2:30][O:31][C:11]=3[CH:10]=2)[CH2:20][CH2:19][N:18]([CH2:21][CH2:22][C:23]([O:25][C:26]([CH3:29])([CH3:28])[CH3:27])=[O:24])[CH2:17][CH2:16]4)[S:5][CH:6]=1. The catalyst class is: 164. (5) Reactant: [Br:1][C:2]1[C:3](Cl)=[N:4][C:5]([Cl:8])=[N:6][CH:7]=1.[CH3:10][NH:11][C:12](=[O:19])[CH2:13][CH2:14][NH:15][CH:16]([CH3:18])[CH3:17].CCN(CC)CC. Product: [Br:1][C:2]1[C:3]([N:15]([CH:16]([CH3:18])[CH3:17])[CH2:14][CH2:13][C:12]([NH:11][CH3:10])=[O:19])=[N:4][C:5]([Cl:8])=[N:6][CH:7]=1. The catalyst class is: 23.